Dataset: Experimentally validated miRNA-target interactions with 360,000+ pairs, plus equal number of negative samples. Task: Binary Classification. Given a miRNA mature sequence and a target amino acid sequence, predict their likelihood of interaction. (1) The miRNA is hsa-miR-590-3p with sequence UAAUUUUAUGUAUAAGCUAGU. The protein sequence of the target gene is MDTEPNPGTSSVSTTTSSTTTTTITTSSSRMQQPQISVYSGSDRHAVQVIQQALHRPPSSAAQYLQQMYAAQQQHLMLHTAALQQQHLSSSQLQSLAAVQASLSSGRPSTSPTGSVTQQSSMSQTSINLSTSPTPAQLISRSQASSSTSGSITQQTMLLGSTSPTLTASQAQMYLRAQMLIFTPATTVAAVQSDIPVVSSSSSSSCQSAATQVQNLTLRSQKLGVLSSSQNGPPKSTSQTQSLTICHNKTTVTSSKISQRDPSPESNKKGESPSLESRSTAVTRTSSIHQLIAPASYSPI.... Result: 1 (interaction). (2) The miRNA is hsa-let-7b-5p with sequence UGAGGUAGUAGGUUGUGUGGUU. The protein sequence of the target gene is MEDGVAGPQLGAAAEAAEAAEARARPGVTLRPFAPLSGAAEADEGGGDWSFIDCEMEEVDLQDLPSATIACHLDPRVFVDGLCRAKFESLFRTYDKDITFQYFKSFKRVRINFSNPFSAADARLQLHKTEFLGKEMKLYFAQTLHIGSSHLAPPNPDKQFLISPPASPPVGWKQVEDATPVINYDLLYAISKLGPGEKYELHAATDTTPSVVVHVCESDQEKEEEEEMERMRRPKPKIIQTRRPEYTPIHLS. Result: 1 (interaction). (3) The miRNA is mmu-miR-29b-2-5p with sequence CUGGUUUCACAUGGUGGCUUAGAUU. The protein sequence of the target gene is MLCLGWIFLWLVAGERIKGFNISGCSTKKLLWTYSTRSEEEFVLFCDLPEPQKSHFCHRNRLSPKQVPEHLPFMGSNDLSDVQWYQQPSNGDPLEDIRKSYPHIIQDKCTLHFLTPGVNNSGSYICRPKMIKSPYDVACCVKMILEVKPQTNASCEYSASHKQDLLLGSTGSISCPSLSCQSDAQSPAVTWYKNGKLLSVERSNRIVVDEVYDYHQGTYVCDYTQSDTVSSWTVRAVVQVRTIVGDTKLKPDILDPVEDTLEVELGKPLTISCKARFGFERVFNPVIKWYIKDSDLEWEV.... Result: 0 (no interaction). (4) The miRNA is hsa-miR-34c-3p with sequence AAUCACUAACCACACGGCCAGG. The protein sequence of the target gene is MAMAPSSSLPQVYPSHVVVAVWEWQDGLGIWHPYSATVCSFIEQHFVRQRGQHFGLGSLAHSIPLGQADPSLAPYIIDLPSWTQFRQNTGTMRSVRRHLFSQNSAPGQGIVWEWLGDDGSWVAYEARICDYLEQQVARGIQVVDLAPLGYNYTVNYATLTQTNKTSSFCRSVRRQVGPVYPVTSDIAVPRQMGLICFCQQCLHGSGTGPVSGRYRHSMTNLPAYPAPQAPHRTTTVSGAHQAFAPYNKPSLSGARSAPRLNTTNPWAAAPPVAGNQSLFHSSLSHLGPQLLPSGPSTSSG.... Result: 0 (no interaction). (5) The miRNA is mmu-miR-362-5p with sequence AAUCCUUGGAACCUAGGUGUGAAU. The protein sequence of the target gene is MANVGLQFQASAGDSDPQSRPLLLLGQLHHLHRVPWSHVRGKLQPRVTEELWQAALSTLNPNPTDSCPLYLNYATVAALPCRVSRHNSPSAAHFITRLVRTCLPPGAHRCIVMVCEQPEVFASACALARAFPLFTHRSGASRRLEKKTVTVEFFLVGQDNGPVEVSTLQCLANATDGVRLAARIVDTPCNEMNTDTFLEEINKVGKELGIIPTIIRDEELKTRGFGGIYGVGKAALHPPALAVLSHTPDGATQTIAWVGKGIVYDTGGLSIKGKTTMPGMKRDCGGAAAVLGAFRAAIKQ.... Result: 0 (no interaction). (6) The miRNA is mmu-miR-18b-5p with sequence UAAGGUGCAUCUAGUGCUGUUAG. The protein sequence of the target gene is MTSAAPAKKPYRKAPPEHRELRLEIPGSRLEQEEPLTDAERMKLLQEENEELRRRLASATRRTEALERELEIGQDCLELELGQSREELDKFKDKFRRLQNSYTASQRTNQELEDKLHTLASLSHSWIFAIKKAEMDRKTLDWEIVELTNKLLDAKNTINKLEELNERYRLDCNLAVQLLKCNKSHFRNHKFADLPCELQDMVRKHLHSGQEAASPGPAPSLAPGAVVPTSVIARVLEKPESLLLNSAQSGSAGRPLAEDVFVHVDMSEGVPGDPASPPAPGSPTPQPNGECHSLGTARGS.... Result: 0 (no interaction).